From a dataset of Full USPTO retrosynthesis dataset with 1.9M reactions from patents (1976-2016). Predict the reactants needed to synthesize the given product. (1) Given the product [O:23]=[C:20]([CH2:21][N:9]1[CH2:13][CH2:12][CH2:11][C:10]1=[O:14])[CH2:19][C:18]([O:17][CH2:15][CH3:16])=[O:24], predict the reactants needed to synthesize it. The reactants are: [H-].[Na+].CC1CCCO1.[NH:9]1[CH2:13][CH2:12][CH2:11][C:10]1=[O:14].[CH2:15]([O:17][C:18](=[O:24])[CH2:19][C:20](=[O:23])[CH2:21]Cl)[CH3:16].C(O)(=O)C. (2) Given the product [NH2:19][C:22]1[CH:27]=[CH:26][C:25]([S:28]([NH:31][C:32]2[CH:37]=[CH:36][C:35]([CH3:38])=[CH:34][CH:33]=2)(=[O:30])=[O:29])=[CH:24][CH:23]=1, predict the reactants needed to synthesize it. The reactants are: NC1C=CC(S(NC2C=CC=CC=2C)(=O)=O)=CC=1.[N+:19]([C:22]1[CH:27]=[CH:26][C:25]([S:28]([NH:31][C:32]2[CH:37]=[CH:36][C:35]([CH3:38])=[CH:34][CH:33]=2)(=[O:30])=[O:29])=[CH:24][CH:23]=1)([O-])=O. (3) Given the product [CH:1]1([C:4]2[CH:5]=[CH:6][CH:7]=[C:8]3[C:12]=2[CH:11]=[C:10]([CH2:13][CH3:14])[CH:9]3[Si:24]2([CH:16]3[C:9]4[C:19](=[C:4]([CH:1]5[CH2:3][CH2:2]5)[CH:12]=[CH:11][CH:10]=4)[CH:18]=[C:17]3[CH2:32][CH3:33])[CH2:27][CH2:26][CH2:25]2)[CH2:3][CH2:2]1, predict the reactants needed to synthesize it. The reactants are: [CH:1]1([C:4]2[CH:5]=[CH:6][CH:7]=[C:8]3[C:12]=2[CH2:11][C:10]([CH2:13][CH3:14])=[CH:9]3)[CH2:3][CH2:2]1.[Li][CH2:16][CH2:17][CH2:18][CH3:19].C([Cu])#N.Cl[Si:24]1(Cl)[CH2:27][CH2:26][CH2:25]1.CCO[CH2:32][CH3:33]. (4) Given the product [NH2:7][C:10]1[CH:11]=[C:12]([CH:25]=[CH:26][CH:27]=1)[O:13][C:14]1[C:15]2[C:22]([CH3:23])=[C:21]([CH3:24])[NH:20][C:16]=2[N:17]=[CH:18][N:19]=1, predict the reactants needed to synthesize it. The reactants are: [Cl-].[NH4+].C(O)C.O.[N+:7]([C:10]1[CH:11]=[C:12]([CH:25]=[CH:26][CH:27]=1)[O:13][C:14]1[C:15]2[C:22]([CH3:23])=[C:21]([CH3:24])[NH:20][C:16]=2[N:17]=[CH:18][N:19]=1)([O-])=O. (5) Given the product [CH2:15]([N:17]([CH2:18][CH3:19])[C:2]1[C:11]2[C:6](=[CH:7][C:8]([O:12][CH3:13])=[CH:9][CH:10]=2)[N:5]=[C:4]([CH3:14])[CH:3]=1)[CH3:16], predict the reactants needed to synthesize it. The reactants are: Cl[C:2]1[C:11]2[C:6](=[CH:7][C:8]([O:12][CH3:13])=[CH:9][CH:10]=2)[N:5]=[C:4]([CH3:14])[CH:3]=1.[CH2:15]([NH:17][CH2:18][CH3:19])[CH3:16]. (6) Given the product [OH:42][NH:41][C:14](=[O:15])[CH2:13][CH:12]([C:6]1[CH:7]=[CH:8][C:9]([O:10][CH3:11])=[C:4]([O:3][CH2:1][CH3:2])[CH:5]=1)[N:17]1[CH2:25][C:24]2[C:19](=[CH:20][CH:21]=[CH:22][CH:23]=2)[C:18]1=[O:26].[OH:42][N:41]([CH3:40])[C:14](=[O:15])[CH2:13][CH:12]([C:6]1[CH:7]=[CH:8][C:9]([O:10][CH3:11])=[C:4]([O:3][CH2:1][CH3:2])[CH:5]=1)[N:17]1[CH2:25][C:24]2[C:19](=[CH:20][CH:21]=[CH:22][CH:23]=2)[C:18]1=[O:26], predict the reactants needed to synthesize it. The reactants are: [CH2:1]([O:3][C:4]1[CH:5]=[C:6]([CH:12]([N:17]2[CH2:25][C:24]3[C:19](=[CH:20][CH:21]=[CH:22][CH:23]=3)[C:18]2=[O:26])[CH2:13][C:14](O)=[O:15])[CH:7]=[CH:8][C:9]=1[O:10][CH3:11])[CH3:2].C(N1C=CN=C1)(N1C=CN=C1)=O.Cl.[CH3:40][NH:41][OH:42].